Dataset: Full USPTO retrosynthesis dataset with 1.9M reactions from patents (1976-2016). Task: Predict the reactants needed to synthesize the given product. (1) Given the product [Cl:18][C:19]1[CH:20]=[CH:21][C:22]2[N:23]([N:25]=[C:26]([C:39]3[CH:44]=[CH:43][CH:42]=[CH:41][CH:40]=3)[C:27]=2[CH2:28][C:29]2[N:34]=[C:33]([C:35]3[NH:37][C:1](=[O:13])[S:2][N:36]=3)[CH:32]=[CH:31][CH:30]=2)[CH:24]=1, predict the reactants needed to synthesize it. The reactants are: [C:1](N1C=CN=C1)(N1C=CN=C1)=[S:2].[O:13]1CCCC1.[Cl:18][C:19]1[CH:20]=[CH:21][C:22]2[N:23]([N:25]=[C:26]([C:39]3[CH:44]=[CH:43][CH:42]=[CH:41][CH:40]=3)[C:27]=2[CH2:28][C:29]2[N:34]=[C:33]([C:35]([NH:37]O)=[NH:36])[CH:32]=[CH:31][CH:30]=2)[CH:24]=1.Cl. (2) Given the product [BrH:12].[Cl:11][C:8]1[CH:7]=[C:3]([C:4]([NH2:6])=[O:5])[C:2](=[NH:1])[N:10]([CH2:13][C:14]2[CH:15]=[CH:16][C:17]([S:20]([CH3:23])(=[O:22])=[O:21])=[CH:18][CH:19]=2)[CH:9]=1, predict the reactants needed to synthesize it. The reactants are: [NH2:1][C:2]1[N:10]=[CH:9][C:8]([Cl:11])=[CH:7][C:3]=1[C:4]([NH2:6])=[O:5].[Br:12][CH2:13][C:14]1[CH:19]=[CH:18][C:17]([S:20]([CH3:23])(=[O:22])=[O:21])=[CH:16][CH:15]=1. (3) Given the product [ClH:20].[CH2:23]([C:19]1[C:14]([N:11]2[CH2:10][CH2:9][NH:8][CH2:13][CH2:12]2)=[N:15][CH:16]=[C:17]([CH3:21])[CH:18]=1)[CH3:24], predict the reactants needed to synthesize it. The reactants are: C(OC([N:8]1[CH2:13][CH2:12][N:11]([C:14]2[C:19]([Cl:20])=[CH:18][C:17]([CH3:21])=[CH:16][N:15]=2)[CH2:10][CH2:9]1)=O)(C)(C)C.Cl.[C:23](OCC)(=O)[CH3:24]. (4) The reactants are: [CH2:1]([C:3]1[C:8]([CH:9]=O)=[CH:7][CH:6]=[CH:5][C:4]=1[C:11]1[S:15][C:14]([C:16]2[CH:17]=[CH:18][C:19]([CH2:24][CH:25]([CH3:27])[CH3:26])=[C:20]([CH:23]=2)[C:21]#[N:22])=[N:13][CH:12]=1)[CH3:2].[NH:28]1[CH2:31][CH:30]([C:32]([OH:34])=[O:33])[CH2:29]1.C([BH3-])#N.[Na+].C=O. Given the product [C:21]([C:20]1[CH:23]=[C:16]([C:14]2[S:15][C:11]([C:4]3[C:3]([CH2:1][CH3:2])=[C:8]([CH2:9][N:28]4[CH2:31][CH:30]([C:32]([OH:34])=[O:33])[CH2:29]4)[CH:7]=[CH:6][CH:5]=3)=[CH:12][N:13]=2)[CH:17]=[CH:18][C:19]=1[CH2:24][CH:25]([CH3:27])[CH3:26])#[N:22], predict the reactants needed to synthesize it. (5) Given the product [CH3:1][O:2][C:3]1[CH:4]=[CH:5][C:6]([CH2:7][N:8]2[C:12]3=[N:13][CH:14]=[CH:15][C:16]([O:17][C:18]4[CH:23]=[CH:22][C:21]([NH2:24])=[CH:20][CH:19]=4)=[C:11]3[C:10]([CH3:27])=[N:9]2)=[CH:28][CH:29]=1, predict the reactants needed to synthesize it. The reactants are: [CH3:1][O:2][C:3]1[CH:29]=[CH:28][C:6]([CH2:7][N:8]2[C:12]3=[N:13][CH:14]=[CH:15][C:16]([O:17][C:18]4[CH:23]=[CH:22][C:21]([N+:24]([O-])=O)=[CH:20][CH:19]=4)=[C:11]3[C:10]([CH3:27])=[N:9]2)=[CH:5][CH:4]=1.CO.[NH4+].[Cl-].Cl. (6) Given the product [NH:1]1[C:9]2[C:4](=[CH:5][C:6]([CH:10]=[CH:26][C:27]([O:29][CH3:30])=[O:28])=[CH:7][CH:8]=2)[CH:3]=[CH:2]1, predict the reactants needed to synthesize it. The reactants are: [NH:1]1[C:9]2[C:4](=[CH:5][C:6]([CH:10]=O)=[CH:7][CH:8]=2)[CH:3]=[CH:2]1.C(=O)([O-])[O-].[K+].[K+].C(OP([CH2:26][C:27]([O:29][CH3:30])=[O:28])(OCC)=O)C. (7) Given the product [CH3:11][N:12]1[CH:16]=[C:15]([C:2]2[CH:10]=[C:9]3[C:5]([CH2:6][CH2:7][NH:8]3)=[CH:4][CH:3]=2)[CH:14]=[N:13]1, predict the reactants needed to synthesize it. The reactants are: Br[C:2]1[CH:10]=[C:9]2[C:5]([CH2:6][CH2:7][NH:8]2)=[CH:4][CH:3]=1.[CH3:11][N:12]1[CH:16]=[C:15](B2OC(C)(C)C(C)(C)O2)[CH:14]=[N:13]1.C([O-])([O-])=O.[Na+].[Na+]. (8) Given the product [C:1]([NH:6][C@H:7]([C:29]([NH:31][CH2:32][CH2:33][S:34][C:35](=[O:39])[CH:36]([CH3:38])[CH3:37])=[O:30])[CH2:8][SH:9])(=[O:5])[CH:2]([CH3:3])[CH3:4], predict the reactants needed to synthesize it. The reactants are: [C:1]([NH:6][C@H:7]([C:29]([NH:31][CH2:32][CH2:33][S:34][C:35](=[O:39])[CH:36]([CH3:38])[CH3:37])=[O:30])[CH2:8][S:9]C(C1C=CC=CC=1)(C1C=CC=CC=1)C1C=CC=CC=1)(=[O:5])[CH:2]([CH3:4])[CH3:3].C(N[C@H](C(NCCSC(=O)C)=O)CS)(=O)C.C(Cl)Cl.CCOCC.C(Cl)(Cl)Cl. (9) Given the product [CH3:10][N:11]([CH2:18][CH2:19][O:20][C:2]1[CH:9]=[CH:8][C:5]([CH:6]=[O:7])=[CH:4][CH:3]=1)[C:12]1[N:13]=[CH:14][CH:15]=[CH:16][N:17]=1, predict the reactants needed to synthesize it. The reactants are: F[C:2]1[CH:9]=[CH:8][C:5]([CH:6]=[O:7])=[CH:4][CH:3]=1.[CH3:10][N:11]([CH2:18][CH2:19][OH:20])[C:12]1[N:17]=[CH:16][CH:15]=[CH:14][N:13]=1.C(=O)([O-])[O-].[K+].[K+].O.